From a dataset of Forward reaction prediction with 1.9M reactions from USPTO patents (1976-2016). Predict the product of the given reaction. (1) The product is: [NH2:17][C:16]1[N:2]2[N:1]=[CH:5][CH:4]=[C:3]2[C:6]([C:7]#[N:8])=[C:12]([C:11]2[CH:18]=[CH:19][CH:20]=[CH:21][C:10]=2[Cl:9])[C:13]=1[C:14]#[N:15]. Given the reactants [NH:1]1[CH:5]=[CH:4][C:3]([CH2:6][C:7]#[N:8])=[N:2]1.[Cl:9][C:10]1[CH:21]=[CH:20][CH:19]=[CH:18][C:11]=1[CH:12]=[C:13]([C:16]#[N:17])[C:14]#[N:15].N1CCCCC1, predict the reaction product. (2) The product is: [I:1][C:2]1[CH:3]=[C:4]2[C:8](=[CH:9][CH:10]=1)[N:7]([CH:18]1[CH2:19][CH2:20][CH2:21][CH2:22][O:17]1)[N:6]=[C:5]2[C:11]([N:13]([O:15][CH3:16])[CH3:14])=[O:12]. Given the reactants [I:1][C:2]1[CH:3]=[C:4]2[C:8](=[CH:9][CH:10]=1)[NH:7][N:6]=[C:5]2[C:11]([N:13]([O:15][CH3:16])[CH3:14])=[O:12].[O:17]1[CH:22]=[CH:21][CH2:20][CH2:19][CH2:18]1.C([O-])(O)=O.[Na+], predict the reaction product. (3) Given the reactants CC1(C)C(C)(C)OB([C:9]2[CH:10]=[C:11]3[C:16](=[N:17][CH:18]=2)[N:15]([C:19]([NH2:21])=[O:20])[CH2:14][CH2:13][CH2:12]3)O1.Br[C:24]1[CH:25]=[C:26]([C:30]2([OH:36])[CH2:35][CH2:34][O:33][CH2:32][CH2:31]2)[CH:27]=[N:28][CH:29]=1.C([O-])([O-])=O.[Na+].[Na+].O, predict the reaction product. The product is: [OH:36][C:30]1([C:26]2[CH:25]=[C:24]([C:9]3[CH:10]=[C:11]4[C:16](=[N:17][CH:18]=3)[N:15]([C:19]([NH2:21])=[O:20])[CH2:14][CH2:13][CH2:12]4)[CH:29]=[N:28][CH:27]=2)[CH2:31][CH2:32][O:33][CH2:34][CH2:35]1. (4) Given the reactants [Cl:1][C:2]1[C:3](=[O:14])O[C:5](=[O:13])[C:6]=1[C:7]1[CH:12]=[CH:11][CH:10]=[CH:9][CH:8]=1.[CH2:15]([NH2:19])[CH2:16][CH2:17][CH3:18], predict the reaction product. The product is: [CH2:15]([N:19]1[C:5](=[O:13])[C:6]([C:7]2[CH:8]=[CH:9][CH:10]=[CH:11][CH:12]=2)=[C:2]([Cl:1])[C:3]1=[O:14])[CH2:16][CH2:17][CH3:18]. (5) Given the reactants [C:1]([NH:5][S:6]([CH2:9][C:10]1[CH:15]=[CH:14][CH:13]=[CH:12][CH:11]=1)(=[O:8])=[O:7])([CH3:4])([CH3:3])[CH3:2].[H-].[Na+].[Br:18][C:19]1[CH:24]=[CH:23][C:22]([CH2:25]Br)=[CH:21][CH:20]=1.O, predict the reaction product. The product is: [Br:18][C:19]1[CH:24]=[CH:23][C:22]([CH2:25][N:5]([C:1]([CH3:4])([CH3:2])[CH3:3])[S:6]([CH2:9][C:10]2[CH:15]=[CH:14][CH:13]=[CH:12][CH:11]=2)(=[O:8])=[O:7])=[CH:21][CH:20]=1. (6) The product is: [CH:1]1([N:7]([C@H:19]2[CH2:20][CH2:21][C@H:22]([CH3:25])[CH2:23][CH2:24]2)[C:8](=[O:9])[NH:10][C:11]2[S:12][C:13]([S:16][CH:38]([CH3:39])[C:37]([OH:36])=[O:41])=[CH:14][N:15]=2)[CH2:6][CH2:5][CH2:4][CH2:3][CH2:2]1. Given the reactants [CH:1]1([N:7]([C@H:19]2[CH2:24][CH2:23][C@H:22]([CH3:25])[CH2:21][CH2:20]2)[C:8]([NH:10][C:11]2[S:12][C:13]([S:16]C#N)=[CH:14][N:15]=2)=[O:9])[CH2:6][CH2:5][CH2:4][CH2:3][CH2:2]1.SC[C@@H]([C@@H](CS)O)O.C([O:36][C:37](=[O:41])[CH:38](Br)[CH3:39])C, predict the reaction product. (7) Given the reactants [NH:1]1[C:9]2[C:4](=[CH:5][CH:6]=[CH:7][CH:8]=2)[C:3]([CH:10]=[CH:11][C:12]([OH:14])=O)=[CH:2]1.N1C2C(=CC=CC=2)C(C=C[C:26]([OH:28])=[O:27])=C1.[F:29][C:30]1[CH:42]=[CH:41][C:33]([C:34]([NH:36][NH:37][CH:38]([CH3:40])[CH3:39])=[O:35])=[CH:32][CH:31]=1.CN(C(ON1N=NC2[CH:54]=[CH:55][CH:56]=NC1=2)=[N+](C)C)C.F[P-](F)(F)(F)(F)F.[CH:67](N(CC)C(C)C)(C)C, predict the reaction product. The product is: [F:29][C:30]1[CH:42]=[CH:41][C:33]([C:34]([NH:36][N:37]([C:12](=[O:14])/[CH:11]=[CH:10]/[C:3]2[C:4]3[C:9](=[CH:8][CH:7]=[CH:6][CH:5]=3)[N:1]([C:26]([O:28][C:55]([CH3:54])([CH3:56])[CH3:67])=[O:27])[CH:2]=2)[CH:38]([CH3:39])[CH3:40])=[O:35])=[CH:32][CH:31]=1.